Dataset: Catalyst prediction with 721,799 reactions and 888 catalyst types from USPTO. Task: Predict which catalyst facilitates the given reaction. (1) Reactant: [CH3:1][O:2][C:3]1[CH:8]=[CH:7][C:6]([N:9]2[C:18](=[O:19])[C:17]3[C:12](=[CH:13][CH:14]=[CH:15][CH:16]=3)[N:11]=[C:10]2[CH:20]([NH:22][CH3:23])[CH3:21])=[CH:5][CH:4]=1.[C:24]([C:28]1[CH:36]=[CH:35][C:31]([C:32](Cl)=[O:33])=[CH:30][CH:29]=1)([CH3:27])([CH3:26])[CH3:25].C(O)C(N)(CO)CO. The catalyst class is: 2. Product: [C:24]([C:28]1[CH:36]=[CH:35][C:31]([C:32]([N:22]([CH:20]([C:10]2[N:9]([C:6]3[CH:5]=[CH:4][C:3]([O:2][CH3:1])=[CH:8][CH:7]=3)[C:18](=[O:19])[C:17]3[C:12](=[CH:13][CH:14]=[CH:15][CH:16]=3)[N:11]=2)[CH3:21])[CH3:23])=[O:33])=[CH:30][CH:29]=1)([CH3:27])([CH3:26])[CH3:25]. (2) Reactant: [NH2:1][C:2]1[CH:7]=[N:6][C:5]([Br:8])=[CH:4][N:3]=1.[F:9][C:10]1[CH:19]=[CH:18][C:13]([C:14](=O)[CH2:15]Br)=[CH:12][CH:11]=1.[OH-].[Na+]. Product: [Br:8][C:5]1[N:6]=[CH:7][C:2]2[N:3]([CH:15]=[C:14]([C:13]3[CH:18]=[CH:19][C:10]([F:9])=[CH:11][CH:12]=3)[N:1]=2)[CH:4]=1. The catalyst class is: 8. (3) Reactant: [CH:1]([O:4][C:5]1[CH:10]=[CH:9][N:8]=[CH:7][C:6]=1[N+:11]([O-])=O)([CH3:3])[CH3:2]. Product: [CH:1]([O:4][C:5]1[CH:10]=[CH:9][N:8]=[CH:7][C:6]=1[NH2:11])([CH3:3])[CH3:2]. The catalyst class is: 19. (4) Reactant: [CH2:1]([NH:8][C:9]([N:11]1[C@H:16]2[CH2:17][N:18]([CH2:31][C:32]3[CH:37]=[CH:36][CH:35]=[C:34](F)[N:33]=3)[C:19](=[O:30])[C@H:20]([CH2:21][C:22]3[CH:27]=[CH:26][C:25]([OH:28])=[CH:24][C:23]=3[F:29])[N:15]2[C:14](=[O:39])[CH2:13][N:12]1[CH2:40][CH:41]=[CH2:42])=[O:10])[C:2]1[CH:7]=[CH:6][CH:5]=[CH:4][CH:3]=1.CN1C(=O)CCC1.[NH:50]1[CH2:53][CH:52]([N:54]2[CH2:59][CH2:58][N:57]([CH2:60][CH3:61])[CH2:56][CH2:55]2)[CH2:51]1.C(C1C=CC=CC=1)C1C=CC=CC=1. Product: [CH2:1]([NH:8][C:9]([N:11]1[C@H:16]2[CH2:17][N:18]([CH2:31][C:32]3[CH:37]=[CH:36][CH:35]=[C:34]([N:50]4[CH2:53][CH:52]([N:54]5[CH2:59][CH2:58][N:57]([CH2:60][CH3:61])[CH2:56][CH2:55]5)[CH2:51]4)[N:33]=3)[C:19](=[O:30])[C@H:20]([CH2:21][C:22]3[CH:27]=[CH:26][C:25]([OH:28])=[CH:24][C:23]=3[F:29])[N:15]2[C:14](=[O:39])[CH2:13][N:12]1[CH2:40][CH:41]=[CH2:42])=[O:10])[C:2]1[CH:7]=[CH:6][CH:5]=[CH:4][CH:3]=1. The catalyst class is: 6. (5) Reactant: C(=O)([O-])[O-].[Cs+].[Cs+].[C:7]([O:10][C:11]1[CH:12]=[CH:13][C:14]([N:20]2[C:24]([CH3:25])=[N:23][N:22]=[N:21]2)=[C:15]([CH:19]=1)[C:16]([OH:18])=[O:17])(=[O:9])[CH3:8].I[CH2:27][CH3:28]. Product: [C:7]([O:10][C:11]1[CH:12]=[CH:13][C:14]([N:20]2[C:24]([CH3:25])=[N:23][N:22]=[N:21]2)=[C:15]([CH:19]=1)[C:16]([O:18][CH2:27][CH3:28])=[O:17])(=[O:9])[CH3:8]. The catalyst class is: 21.